From a dataset of Reaction yield outcomes from USPTO patents with 853,638 reactions. Predict the reaction yield, written as a fraction of the theoretical maximum amount of product (1.0 means a 100% yield; for example, 0.34 means a 34% yield). (1) The reactants are [C:1]([O:5][C:6]([N:8]1[CH2:12][CH2:11][CH2:10][C@H:9]1[CH2:13][O:14][C:15]1[CH:20]=[CH:19][C:18]([CH:21](O)[C:22]2[CH:27]=[CH:26][CH:25]=[CH:24][CH:23]=2)=[CH:17][N:16]=1)=[O:7])([CH3:4])([CH3:3])[CH3:2].[OH-].[Na+].CCOC(C)=O. The catalyst is CO.CC(O)=O.[Pd]. The product is [C:1]([O:5][C:6]([N:8]1[CH2:12][CH2:11][CH2:10][C@H:9]1[CH2:13][O:14][C:15]1[CH:20]=[CH:19][C:18]([CH2:21][C:22]2[CH:23]=[CH:24][CH:25]=[CH:26][CH:27]=2)=[CH:17][N:16]=1)=[O:7])([CH3:4])([CH3:2])[CH3:3]. The yield is 0.830. (2) The reactants are [Cl:1][C:2]1[C:8]([Cl:9])=[CH:7][CH:6]=[CH:5][C:3]=1[NH2:4].[OH-].[Na+].[C:12](Cl)([O:14][CH2:15][C:16]([Cl:19])([Cl:18])[Cl:17])=[O:13].O. The catalyst is CCOC(C)=O. The product is [Cl:17][C:16]([Cl:19])([Cl:18])[CH2:15][O:14][C:12](=[O:13])[NH:4][C:3]1[CH:5]=[CH:6][CH:7]=[C:8]([Cl:9])[C:2]=1[Cl:1]. The yield is 0.980. (3) The reactants are [C:1]([C:5]1[CH:6]=[C:7]2[C:12](=[C:13]([F:15])[CH:14]=1)[C:11](=[O:16])[N:10]([C:17]1[N:24]=[CH:23][CH:22]=[C:21]([C:25]3[CH:30]=[C:29]([NH:31][C:32]4[CH:37]=[CH:36][C:35]([N:38]5[CH2:43][C@@H:42]([CH3:44])[N:41]([CH:45]6[CH2:48][O:47][CH2:46]6)[CH2:40][C@@H:39]5[CH3:49])=[CH:34][N:33]=4)[C:28](=[O:50])[N:27]([CH3:51])[CH:26]=3)[C:18]=1[CH:19]=[O:20])[N:9]=[CH:8]2)([CH3:4])([CH3:3])[CH3:2].[BH4-].[Na+]. The catalyst is CO. The product is [C:1]([C:5]1[CH:6]=[C:7]2[C:12](=[C:13]([F:15])[CH:14]=1)[C:11](=[O:16])[N:10]([C:17]1[C:18]([CH2:19][OH:20])=[C:21]([C:25]3[CH:30]=[C:29]([NH:31][C:32]4[CH:37]=[CH:36][C:35]([N:38]5[CH2:43][C@@H:42]([CH3:44])[N:41]([CH:45]6[CH2:48][O:47][CH2:46]6)[CH2:40][C@@H:39]5[CH3:49])=[CH:34][N:33]=4)[C:28](=[O:50])[N:27]([CH3:51])[CH:26]=3)[CH:22]=[CH:23][N:24]=1)[N:9]=[CH:8]2)([CH3:2])([CH3:3])[CH3:4]. The yield is 0.800. (4) The yield is 0.980. The reactants are [CH2:1]([O:19][C:20]1[C:33]([O:34][CH2:35][CH2:36][CH2:37][CH2:38][CH2:39][CH2:40][CH2:41][CH2:42][CH2:43][CH2:44][CH2:45][CH2:46][CH2:47][CH2:48][CH2:49][CH2:50][CH2:51][CH3:52])=[C:32]([O:53][CH2:54][CH2:55][CH2:56][CH2:57][CH2:58][CH2:59][CH2:60][CH2:61][CH2:62][CH2:63][CH2:64][CH2:65][CH2:66][CH2:67][CH2:68][CH2:69][CH2:70][CH3:71])[CH:31]=[CH:30][C:21]=1[CH:22](O)[C:23]1[CH:28]=[CH:27][CH:26]=[CH:25][CH:24]=1)[CH2:2][CH2:3][CH2:4][CH2:5][CH2:6][CH2:7][CH2:8][CH2:9][CH2:10][CH2:11][CH2:12][CH2:13][CH2:14][CH2:15][CH2:16][CH2:17][CH3:18].[C:72]([NH2:89])([O:74][CH2:75][CH:76]1[C:88]2[C:83](=[CH:84][CH:85]=[CH:86][CH:87]=2)[C:82]2[C:77]1=[CH:78][CH:79]=[CH:80][CH:81]=2)=[O:73].CS(O)(=O)=O.C(O)(C1C=CC=CC=1)C1C=CC=CC=1.C(=O)([O-])O.[Na+]. The catalyst is C1(C)C=CC=CC=1. The product is [C:72]([NH:89][CH:22]([C:23]1[CH:28]=[CH:27][CH:26]=[CH:25][CH:24]=1)[C:21]1[CH:30]=[CH:31][C:32]([O:53][CH2:54][CH2:55][CH2:56][CH2:57][CH2:58][CH2:59][CH2:60][CH2:61][CH2:62][CH2:63][CH2:64][CH2:65][CH2:66][CH2:67][CH2:68][CH2:69][CH2:70][CH3:71])=[C:33]([O:34][CH2:35][CH2:36][CH2:37][CH2:38][CH2:39][CH2:40][CH2:41][CH2:42][CH2:43][CH2:44][CH2:45][CH2:46][CH2:47][CH2:48][CH2:49][CH2:50][CH2:51][CH3:52])[C:20]=1[O:19][CH2:1][CH2:2][CH2:3][CH2:4][CH2:5][CH2:6][CH2:7][CH2:8][CH2:9][CH2:10][CH2:11][CH2:12][CH2:13][CH2:14][CH2:15][CH2:16][CH2:17][CH3:18])([O:74][CH2:75][CH:76]1[C:88]2[C:83](=[CH:84][CH:85]=[CH:86][CH:87]=2)[C:82]2[C:77]1=[CH:78][CH:79]=[CH:80][CH:81]=2)=[O:73]. (5) The reactants are [CH3:1][C:2]1[C:8]([N+:9]([O-:11])=[O:10])=[CH:7][CH:6]=[CH:5][C:3]=1[NH2:4].[N:12]([O-])=O.[Na+]. The catalyst is C(O)(=O)C.O. The product is [N+:9]([C:8]1[CH:7]=[CH:6][CH:5]=[C:3]2[C:2]=1[CH:1]=[N:12][NH:4]2)([O-:11])=[O:10]. The yield is 0.810.